This data is from Catalyst prediction with 721,799 reactions and 888 catalyst types from USPTO. The task is: Predict which catalyst facilitates the given reaction. (1) Reactant: [NH:1]1[CH2:6][CH2:5][CH:4]([C:7]([N:9]2[CH2:14][CH2:13][O:12][CH2:11][CH2:10]2)=[O:8])[CH2:3][CH2:2]1.[C:15]1([CH:21]([C:27]2[CH:32]=[CH:31][CH:30]=[CH:29][CH:28]=2)[N:22]2[CH2:25][C:24](=O)[CH2:23]2)[CH:20]=[CH:19][CH:18]=[CH:17][CH:16]=1. Product: [C:15]1([CH:21]([C:27]2[CH:32]=[CH:31][CH:30]=[CH:29][CH:28]=2)[N:22]2[CH2:25][CH:24]([N:1]3[CH2:6][CH2:5][CH:4]([C:7]([N:9]4[CH2:14][CH2:13][O:12][CH2:11][CH2:10]4)=[O:8])[CH2:3][CH2:2]3)[CH2:23]2)[CH:16]=[CH:17][CH:18]=[CH:19][CH:20]=1. The catalyst class is: 130. (2) Reactant: B(Br)(Br)Br.[F:5][C:6]1[CH:13]=[CH:12][C:11]([O:14]C)=[CH:10][C:7]=1[CH:8]=[O:9].O. Product: [F:5][C:6]1[CH:13]=[CH:12][C:11]([OH:14])=[CH:10][C:7]=1[CH:8]=[O:9]. The catalyst class is: 2. (3) The catalyst class is: 1. Reactant: BrCC.[Mg].Br[C:6]1[CH:11]=[CH:10][CH:9]=[CH:8][C:7]=1[CH2:12][O:13][C:14]1[CH:19]=[C:18]([CH3:20])[CH:17]=[CH:16][C:15]=1[CH3:21].[CH3:22][C:23]1[CH:27]=[C:26]([C:28](Cl)=[O:29])[O:25][N:24]=1.[Cl-].[NH4+]. Product: [CH3:22][C:23]1[CH:27]=[C:26]([C:28]([C:6]2[CH:11]=[CH:10][CH:9]=[CH:8][C:7]=2[CH2:12][O:13][C:14]2[CH:19]=[C:18]([CH3:20])[CH:17]=[CH:16][C:15]=2[CH3:21])=[O:29])[O:25][N:24]=1. (4) Reactant: [F:1][C:2]1[CH:7]=[CH:6][C:5]([C:8]2[N:12]=[C:11]([S:13][CH3:14])[N:10]([CH3:15])[C:9]=2[C:16]2[CH:21]=[CH:20][N:19]=[C:18]([NH:22][CH2:23][CH:24]([OH:26])[CH3:25])[CH:17]=2)=[CH:4][CH:3]=1.[OH:27]O.N. Product: [F:1][C:2]1[CH:3]=[CH:4][C:5]([C:8]2[N:12]=[C:11]([S:13]([CH3:14])=[O:27])[N:10]([CH3:15])[C:9]=2[C:16]2[CH:21]=[CH:20][N:19]=[C:18]([NH:22][CH2:23][CH:24]([OH:26])[CH3:25])[CH:17]=2)=[CH:6][CH:7]=1. The catalyst class is: 15. (5) Reactant: [NH2:1][C:2]1[CH:3]=[C:4]([CH:9]=[CH:10][C:11]=1[NH:12][C:13]1[CH:14]=[C:15]([CH3:19])[CH:16]=[CH:17][CH:18]=1)[C:5]([O:7][CH3:8])=[O:6].[C:20](OCC)(OCC)(OCC)[CH3:21]. Product: [CH3:20][C:21]1[N:12]([C:13]2[CH:14]=[C:15]([CH3:19])[CH:16]=[CH:17][CH:18]=2)[C:11]2[CH:10]=[CH:9][C:4]([C:5]([O:7][CH3:8])=[O:6])=[CH:3][C:2]=2[N:1]=1. The catalyst class is: 15.